Dataset: Forward reaction prediction with 1.9M reactions from USPTO patents (1976-2016). Task: Predict the product of the given reaction. (1) Given the reactants [CH3:1][C:2]1[CH:3]=[C:4]([NH:11][NH2:12])[CH:5]=[CH:6][C:7]=1[N+:8]([O-:10])=[O:9].[CH2:13]([C:20]([C:22]([F:25])([F:24])[F:23])=O)[C:14]([C:16]([F:19])([F:18])[F:17])=O, predict the reaction product. The product is: [CH3:1][C:2]1[CH:3]=[C:4]([N:11]2[C:20]([C:22]([F:23])([F:25])[F:24])=[CH:13][C:14]([C:16]([F:17])([F:18])[F:19])=[N:12]2)[CH:5]=[CH:6][C:7]=1[N+:8]([O-:10])=[O:9]. (2) Given the reactants [C:1]([NH:11][C@H:12]([C:16]([O:18][CH2:19][CH:20]([OH:37])[CH2:21][C:22]([CH3:36])([CH3:35])[C:23]([O:25][CH2:26][C:27]1[CH:32]=[CH:31][C:30]([O:33][CH3:34])=[CH:29][CH:28]=1)=[O:24])=[O:17])[CH:13]([CH3:15])[CH3:14])([O:3][CH2:4][C:5]1[CH:10]=[CH:9][CH:8]=[CH:7][CH:6]=1)=[O:2].N1C=CC=CC=1.[C:44](Cl)(=[O:62])[CH2:45][CH2:46][CH2:47][CH2:48][CH2:49][CH2:50][CH2:51][CH2:52][CH2:53][CH2:54][CH2:55][CH2:56][CH2:57][CH2:58][CH2:59][CH2:60][CH3:61], predict the reaction product. The product is: [C:1]([NH:11][C@H:12]([C:16]([O:18][CH2:19][CH:20]([O:37][C:44](=[O:62])[CH2:45][CH2:46][CH2:47][CH2:48][CH2:49][CH2:50][CH2:51][CH2:52][CH2:53][CH2:54][CH2:55][CH2:56][CH2:57][CH2:58][CH2:59][CH2:60][CH3:61])[CH2:21][C:22]([CH3:35])([CH3:36])[C:23]([O:25][CH2:26][C:27]1[CH:28]=[CH:29][C:30]([O:33][CH3:34])=[CH:31][CH:32]=1)=[O:24])=[O:17])[CH:13]([CH3:15])[CH3:14])([O:3][CH2:4][C:5]1[CH:6]=[CH:7][CH:8]=[CH:9][CH:10]=1)=[O:2]. (3) Given the reactants [OH-].[Na+].[CH3:3][O:4][C:5](=[O:18])[C:6]1[CH:11]=[CH:10][C:9]([O:12]C(=O)C)=[CH:8][C:7]=1[O:16][CH3:17].Cl, predict the reaction product. The product is: [CH3:3][O:4][C:5](=[O:18])[C:6]1[CH:11]=[CH:10][C:9]([OH:12])=[CH:8][C:7]=1[O:16][CH3:17]. (4) The product is: [C:10]1([C:9](=[N:2][CH:3]2[CH2:7][CH2:6][O:5][C:4]2=[O:8])[C:16]2[CH:17]=[CH:18][CH:19]=[CH:20][CH:21]=2)[CH:15]=[CH:14][CH:13]=[CH:12][CH:11]=1. Given the reactants Br.[NH2:2][CH:3]1[CH2:7][CH2:6][O:5][C:4]1=[O:8].[C:9](=N)([C:16]1[CH:21]=[CH:20][CH:19]=[CH:18][CH:17]=1)[C:10]1[CH:15]=[CH:14][CH:13]=[CH:12][CH:11]=1, predict the reaction product. (5) The product is: [C:14]1([CH3:20])[CH:19]=[CH:18][CH:17]=[CH:16][C:15]=1[C:2]1[CH:3]=[CH:4][C:5]2[C:6]3[C:11](=[CH:10][CH:9]=[CH:8][CH:7]=3)[NH:12][C:13]=2[CH:1]=1. Given the reactants [CH:1]1[C:13]2[NH:12][C:11]3[C:6](=[CH:7][CH:8]=[CH:9][CH:10]=3)[C:5]=2[CH:4]=[CH:3][CH:2]=1.[C:14]1([C:20]2[C:20]([C:14]3[CH:19]=[CH:18][CH:17]=[CH:16][CH:15]=3)=CC=CC=2)[CH:19]=[CH:18][CH:17]=[CH:16][CH:15]=1, predict the reaction product. (6) The product is: [F:11][C:9]([F:12])([F:10])[C:7]1[CH:6]=[C:5]([CH2:13][O:14][C@@H:15]2[CH2:21][CH2:20][C@@H:19]3[N:22]([CH2:35][C:34]#[C:33][CH2:32][Cl:31])[C@@:16]2([C:23]2[CH:24]=[CH:25][CH:26]=[CH:27][CH:28]=2)[CH2:17][CH2:18]3)[CH:4]=[C:3]([C:2]([F:29])([F:1])[F:30])[CH:8]=1. Given the reactants [F:1][C:2]([F:30])([F:29])[C:3]1[CH:4]=[C:5]([CH2:13][O:14][C@@H:15]2[CH2:21][CH2:20][C@@H:19]3[NH:22][C@@:16]2([C:23]2[CH:28]=[CH:27][CH:26]=[CH:25][CH:24]=2)[CH2:17][CH2:18]3)[CH:6]=[C:7]([C:9]([F:12])([F:11])[F:10])[CH:8]=1.[Cl:31][C:32]#[C:33][CH2:34][CH2:35]Cl.C(=O)([O-])[O-].[K+].[K+], predict the reaction product. (7) Given the reactants [S:1]1[CH:5]=[CH:4][CH:3]=[C:2]1[C:6]1[C:7](=[O:13])[NH:8][C:9](=[O:12])[NH:10][CH:11]=1.Br[CH2:15][CH2:16][CH2:17][Cl:18].C(=O)([O-])[O-].[K+].[K+], predict the reaction product. The product is: [Cl:18][CH2:17][CH2:16][CH2:15][N:10]1[CH:11]=[C:6]([C:2]2[S:1][CH:5]=[CH:4][CH:3]=2)[C:7](=[O:13])[NH:8][C:9]1=[O:12].